From a dataset of Forward reaction prediction with 1.9M reactions from USPTO patents (1976-2016). Predict the product of the given reaction. (1) The product is: [C:7]([O:3][CH2:4][C:5]#[N:6])(=[O:14])[C:8]1[CH:13]=[CH:12][CH:11]=[CH:10][CH:9]=1. Given the reactants [OH-].[Na+].[OH:3][CH2:4][C:5]#[N:6].[C:7](Cl)(=[O:14])[C:8]1[CH:13]=[CH:12][CH:11]=[CH:10][CH:9]=1, predict the reaction product. (2) Given the reactants [CH3:1][O:2][C:3]1[CH:4]=[C:5]([C:13]2[N:22]=[C:21]([C:23]([O:25]C)=[O:24])[C:20]3[C:15](=[CH:16][CH:17]=[CH:18][CH:19]=3)[N:14]=2)[CH:6]=[C:7]([O:11][CH3:12])[C:8]=1[O:9][CH3:10].[OH-].[Na+].Cl, predict the reaction product. The product is: [CH3:12][O:11][C:7]1[CH:6]=[C:5]([C:13]2[N:22]=[C:21]([C:23]([OH:25])=[O:24])[C:20]3[C:15](=[CH:16][CH:17]=[CH:18][CH:19]=3)[N:14]=2)[CH:4]=[C:3]([O:2][CH3:1])[C:8]=1[O:9][CH3:10]. (3) Given the reactants [CH3:1][S:2][C:3]1[CH:8]=[CH:7][C:6](OB(O)O)=[CH:5][CH:4]=1.[CH2:13](N(CC)CC)C.[CH3:20][O:21][C:22](=[O:31])[C:23]1[CH:28]=[C:27]([OH:29])[CH:26]=C(O)[CH:24]=1, predict the reaction product. The product is: [CH3:20][O:21][C:22](=[O:31])[C:23]1[CH:28]=[C:27]([OH:29])[CH:26]=[C:1]([S:2][C:3]2[CH:8]=[CH:7][C:6]([CH3:13])=[CH:5][CH:4]=2)[CH:24]=1. (4) Given the reactants FC(F)(F)C([O:5][C:6]1([CH2:9][CH2:10][CH2:11][O:12][C:13]2[C:18]([C:19]#[N:20])=[CH:17][C:16]([Cl:21])=[C:15](Cl)[N:14]=2)[CH2:8][CH2:7]1)=O.[B:25]1([OH:35])[C:29]2[CH:30]=[CH:31][C:32]([OH:34])=[CH:33][C:28]=2[CH2:27][O:26]1.C([O-])([O-])=O.[Cs+].[Cs+].O, predict the reaction product. The product is: [Cl:21][C:16]1[C:15]([O:34][C:32]2[CH:31]=[CH:30][C:29]3[B:25]([OH:35])[O:26][CH2:27][C:28]=3[CH:33]=2)=[N:14][C:13]([O:12][CH2:11][CH2:10][CH2:9][C:6](=[O:5])[CH2:8][CH3:7])=[C:18]([CH:17]=1)[C:19]#[N:20]. (5) Given the reactants [Br:1][C:2]1[CH:9]=[CH:8][C:7]([O:10]C)=[CH:6][C:3]=1[CH:4]=[O:5].B(Br)(Br)Br, predict the reaction product. The product is: [Br:1][C:2]1[CH:9]=[CH:8][C:7]([OH:10])=[CH:6][C:3]=1[CH:4]=[O:5]. (6) Given the reactants S([N:11]1[C:19]2[C:14](=[CH:15][CH:16]=[CH:17][CH:18]=2)[C:13]([N:20]2[CH2:25][CH2:24][N:23]([C:26]([O:28][C:29]([CH3:32])([CH3:31])[CH3:30])=[O:27])[CH2:22][CH2:21]2)=[N:12]1)(C1C=CC(C)=CC=1)(=O)=O.[OH-].[Na+].CO, predict the reaction product. The product is: [NH:11]1[C:19]2[C:14](=[CH:15][CH:16]=[CH:17][CH:18]=2)[C:13]([N:20]2[CH2:21][CH2:22][N:23]([C:26]([O:28][C:29]([CH3:32])([CH3:31])[CH3:30])=[O:27])[CH2:24][CH2:25]2)=[N:12]1.